This data is from Reaction yield outcomes from USPTO patents with 853,638 reactions. The task is: Predict the reaction yield, written as a fraction of the theoretical maximum amount of product (1.0 means a 100% yield; for example, 0.34 means a 34% yield). (1) The reactants are [NH2:1][C:2]1[NH:7][C:6](=[O:8])[CH:5]=[C:4]([CH2:9][C:10]2[CH:15]=[CH:14][CH:13]=[C:12]([Br:16])[CH:11]=2)[N:3]=1.[OH-].[K+].I[CH3:20]. The catalyst is C(O)C. The product is [NH2:1][C:2]1[N:7]([CH3:20])[C:6](=[O:8])[CH:5]=[C:4]([CH2:9][C:10]2[CH:15]=[CH:14][CH:13]=[C:12]([Br:16])[CH:11]=2)[N:3]=1. The yield is 0.760. (2) The reactants are [CH3:1][N:2]1[CH:6]=[C:5]([CH:7]=O)[CH:4]=[N:3]1.[NH:9]1[CH2:14][CH2:13][CH:12]([C:15]2[CH:37]=[CH:36][C:18]([C:19]([NH:21][C:22]3[CH:27]=[CH:26][CH:25]=[CH:24][C:23]=3[NH:28]C(=O)OC(C)(C)C)=[O:20])=[CH:17][CH:16]=2)[CH2:11][CH2:10]1.C(O)(=O)C.C(O[BH-](OC(=O)C)OC(=O)C)(=O)C.[Na+]. The catalyst is ClCCl.CN(C)C=O.CO. The product is [NH2:28][C:23]1[CH:24]=[CH:25][CH:26]=[CH:27][C:22]=1[NH:21][C:19](=[O:20])[C:18]1[CH:36]=[CH:37][C:15]([CH:12]2[CH2:13][CH2:14][N:9]([CH2:7][C:5]3[CH:4]=[N:3][N:2]([CH3:1])[CH:6]=3)[CH2:10][CH2:11]2)=[CH:16][CH:17]=1. The yield is 0.400. (3) The reactants are [CH3:1][C:2]([CH:9]1[CH2:13][CH2:12][O:11][CH2:10]1)([CH3:8])[C:3]([O:5]CC)=[O:4].O.[Li+].[OH-]. The catalyst is C1COCC1. The product is [CH3:8][C:2]([CH:9]1[CH2:13][CH2:12][O:11][CH2:10]1)([CH3:1])[C:3]([OH:5])=[O:4]. The yield is 0.364. (4) The reactants are FC(F)(F)[C:3]([N:5]([CH2:7][CH2:8][CH2:9][CH2:10][CH:11]=[CH2:12])C)=O.[C:15]1([CH3:25])[CH:20]=[CH:19][C:18]([S:21]([OH:24])(=[O:23])=[O:22])=[CH:17][CH:16]=1. The catalyst is CO. The product is [S:21]([C:18]1[CH:19]=[CH:20][C:15]([CH3:25])=[CH:16][CH:17]=1)([OH:24])(=[O:23])=[O:22].[CH3:3][NH:5][CH2:7][CH2:8][CH2:9][CH2:10][CH:11]=[CH2:12]. The yield is 0.760. (5) No catalyst specified. The yield is 0.810. The product is [F:1][C:2]1[C:7]([C:8]([F:11])([F:10])[F:9])=[CH:6][C:5]([N+:21]([O-:23])=[O:22])=[C:4]([NH:12][C:13](=[O:15])[CH3:14])[CH:3]=1. The reactants are [F:1][C:2]1[CH:3]=[C:4]([NH:12][C:13](=[O:15])[CH3:14])[CH:5]=[CH:6][C:7]=1[C:8]([F:11])([F:10])[F:9].S(=O)(=O)(O)O.[N+:21]([O-])([O-:23])=[O:22].[K+]. (6) The reactants are [Si:1]([O:18][CH2:19][CH2:20][NH:21][CH2:22]C)([C:14]([CH3:17])([CH3:16])[CH3:15])([C:8]1[CH:13]=[CH:12][CH:11]=[CH:10][CH:9]=1)[C:2]1[CH:7]=[CH:6][CH:5]=[CH:4][CH:3]=1.CNCCO. No catalyst specified. The product is [Si:1]([O:18][CH2:19][CH2:20][NH:21][CH3:22])([C:14]([CH3:16])([CH3:17])[CH3:15])([C:8]1[CH:9]=[CH:10][CH:11]=[CH:12][CH:13]=1)[C:2]1[CH:3]=[CH:4][CH:5]=[CH:6][CH:7]=1. The yield is 0.490. (7) The reactants are [Cl-].[Cl-].[Cl-].[Al+3].[Cl:5][C:6]1[CH:14]=[CH:13][C:9]([C:10](Cl)=[O:11])=[CH:8][CH:7]=1.[F:15][C:16]1[CH:17]=[C:18]([O:22][CH3:23])[CH:19]=[CH:20][CH:21]=1. The catalyst is [N+](C1C=CC=CC=1)([O-])=O. The product is [Cl:5][C:6]1[CH:14]=[CH:13][C:9]([C:10]([C:21]2[CH:20]=[CH:19][C:18]([O:22][CH3:23])=[CH:17][C:16]=2[F:15])=[O:11])=[CH:8][CH:7]=1. The yield is 0.410.